From a dataset of NCI-60 drug combinations with 297,098 pairs across 59 cell lines. Regression. Given two drug SMILES strings and cell line genomic features, predict the synergy score measuring deviation from expected non-interaction effect. (1) Drug 1: C1C(C(OC1N2C=NC3=C(N=C(N=C32)Cl)N)CO)O. Drug 2: CC(C)NC(=O)C1=CC=C(C=C1)CNNC.Cl. Cell line: EKVX. Synergy scores: CSS=-12.0, Synergy_ZIP=4.68, Synergy_Bliss=-0.785, Synergy_Loewe=-11.3, Synergy_HSA=-10.9. (2) Drug 1: C1CCN(CC1)CCOC2=CC=C(C=C2)C(=O)C3=C(SC4=C3C=CC(=C4)O)C5=CC=C(C=C5)O. Drug 2: C1=CC=C(C=C1)NC(=O)CCCCCCC(=O)NO. Cell line: SF-295. Synergy scores: CSS=4.52, Synergy_ZIP=-3.01, Synergy_Bliss=-3.01, Synergy_Loewe=-4.60, Synergy_HSA=-2.89. (3) Drug 1: C1CN1C2=NC(=NC(=N2)N3CC3)N4CC4. Drug 2: CC1C(C(CC(O1)OC2CC(CC3=C2C(=C4C(=C3O)C(=O)C5=C(C4=O)C(=CC=C5)OC)O)(C(=O)CO)O)N)O.Cl. Cell line: SF-268. Synergy scores: CSS=47.7, Synergy_ZIP=-7.16, Synergy_Bliss=-3.67, Synergy_Loewe=-1.24, Synergy_HSA=1.60.